This data is from Forward reaction prediction with 1.9M reactions from USPTO patents (1976-2016). The task is: Predict the product of the given reaction. (1) Given the reactants [NH2:1][C:2]1[C:7]2[C:8](=[O:30])[N:9]([C:13]3[CH:18]=[CH:17][C:16]([C@H:19]4[CH2:24][CH2:23][C@H:22]([CH2:25][C:26]([O:28]C)=[O:27])[CH2:21][CH2:20]4)=[CH:15][CH:14]=3)[CH2:10][CH2:11][O:12][C:6]=2[N:5]=[CH:4][N:3]=1.[OH-].[Li+].Cl, predict the reaction product. The product is: [NH2:1][C:2]1[C:7]2[C:8](=[O:30])[N:9]([C:13]3[CH:14]=[CH:15][C:16]([C@H:19]4[CH2:20][CH2:21][C@H:22]([CH2:25][C:26]([OH:28])=[O:27])[CH2:23][CH2:24]4)=[CH:17][CH:18]=3)[CH2:10][CH2:11][O:12][C:6]=2[N:5]=[CH:4][N:3]=1. (2) Given the reactants C([O:5][C:6](=[O:43])[CH2:7][C:8]1([C:13]2[CH:18]=[CH:17][C:16]([N:19]([C:21](=[O:42])[CH2:22][C:23]3[CH:28]=[CH:27][C:26]([NH:29][C:30]([NH:32][C:33]4[CH:38]=[CH:37][CH:36]=[CH:35][C:34]=4[CH3:39])=[O:31])=[C:25]([O:40][CH3:41])[CH:24]=3)[CH3:20])=[CH:15][CH:14]=2)[CH2:12][CH2:11][CH2:10][CH2:9]1)(C)(C)C.FC(F)(F)C(O)=O.ClCCl, predict the reaction product. The product is: [CH3:41][O:40][C:25]1[CH:24]=[C:23]([CH2:22][C:21]([N:19]([CH3:20])[C:16]2[CH:17]=[CH:18][C:13]([C:8]3([CH2:7][C:6]([OH:43])=[O:5])[CH2:12][CH2:11][CH2:10][CH2:9]3)=[CH:14][CH:15]=2)=[O:42])[CH:28]=[CH:27][C:26]=1[NH:29][C:30]([NH:32][C:33]1[CH:38]=[CH:37][CH:36]=[CH:35][C:34]=1[CH3:39])=[O:31].